Dataset: Forward reaction prediction with 1.9M reactions from USPTO patents (1976-2016). Task: Predict the product of the given reaction. Given the reactants Br[C:2]1[N:15]([CH2:16][C:17](OCC)=[O:18])[C:5]2=[N:6][C:7]([C:10]([O:12][CH2:13][CH3:14])=[O:11])=[CH:8][CH:9]=[C:4]2[C:3]=1[CH:22]1[CH2:27][CH2:26][CH2:25][CH2:24][CH2:23]1.CC1(C)C(C)(C)OB([C:36]2[CH:41]=[CH:40][CH:39]=[CH:38][C:37]=2[NH2:42])O1.O.C(=O)([O-])O.[Na+], predict the reaction product. The product is: [CH:22]1([C:3]2[C:4]3[CH:9]=[CH:8][C:7]([C:10]([O:12][CH2:13][CH3:14])=[O:11])=[N:6][C:5]=3[N:15]3[C:2]=2[C:36]2[CH:41]=[CH:40][CH:39]=[CH:38][C:37]=2[NH:42][C:17](=[O:18])[CH2:16]3)[CH2:23][CH2:24][CH2:25][CH2:26][CH2:27]1.